From a dataset of Full USPTO retrosynthesis dataset with 1.9M reactions from patents (1976-2016). Predict the reactants needed to synthesize the given product. (1) Given the product [Cl:1][C:2]1[CH:11]=[CH:10][C:5]([C:6]([O:8][CH3:9])=[O:7])=[C:4]([O:12][CH2:14][C:15]([O:17][CH2:18][CH3:19])=[O:16])[CH:3]=1, predict the reactants needed to synthesize it. The reactants are: [Cl:1][C:2]1[CH:11]=[CH:10][C:5]([C:6]([O:8][CH3:9])=[O:7])=[C:4]([OH:12])[CH:3]=1.Br[CH2:14][C:15]([O:17][CH2:18][CH3:19])=[O:16].C(=O)([O-])[O-].[K+].[K+]. (2) Given the product [CH3:1][C@:2]1([NH:35][C:36](=[O:42])[O:37][C:38]([CH3:40])([CH3:39])[CH3:41])[CH2:6][CH2:5][N:4]([C@@H:7]([C:12]2[CH:17]=[CH:16][C:15]3[N:14]([C:20]([C:21]4[CH:30]=[CH:29][C:28]5[C:23](=[C:24]([O:31][CH:32]([CH3:34])[CH3:33])[CH:25]=[CH:26][CH:27]=5)[N:22]=4)=[N:19][N:18]=3)[CH:13]=2)[C:8]([F:11])([F:10])[F:9])[CH2:3]1, predict the reactants needed to synthesize it. The reactants are: [CH3:1][C@:2]1([NH:35][C:36](=[O:42])[O:37][C:38]([CH3:41])([CH3:40])[CH3:39])[CH2:6][CH2:5][N:4]([C@@H:7]([C:12]2[CH:13]=[N:14][C:15]([NH:18]/[N:19]=[CH:20]/[C:21]3[CH:30]=[CH:29][C:28]4[C:23](=[C:24]([O:31][CH:32]([CH3:34])[CH3:33])[CH:25]=[CH:26][CH:27]=4)[N:22]=3)=[CH:16][CH:17]=2)[C:8]([F:11])([F:10])[F:9])[CH2:3]1.C(O)(=O)C.C(O)(=O)C.IC1C=CC=CC=1.